From a dataset of Catalyst prediction with 721,799 reactions and 888 catalyst types from USPTO. Predict which catalyst facilitates the given reaction. (1) The catalyst class is: 4. Reactant: [C:1]([O:5][CH:6]([C:11]1[C:16]([CH3:17])=[CH:15][CH:14]=[C:13]([OH:18])[C:12]=1[C:19]1[CH:20]=[CH:21][C:22]2[O:27][CH2:26][CH2:25][CH2:24][C:23]=2[CH:28]=1)[C:7]([O:9][CH3:10])=[O:8])([CH3:4])([CH3:3])[CH3:2].C(N(CC)CC)C.[F:36][C:37]([F:50])([F:49])[S:38](O[S:38]([C:37]([F:50])([F:49])[F:36])(=[O:40])=[O:39])(=[O:40])=[O:39].O. Product: [C:1]([O:5][CH:6]([C:11]1[C:16]([CH3:17])=[CH:15][CH:14]=[C:13]([O:18][S:38]([C:37]([F:50])([F:49])[F:36])(=[O:40])=[O:39])[C:12]=1[C:19]1[CH:20]=[CH:21][C:22]2[O:27][CH2:26][CH2:25][CH2:24][C:23]=2[CH:28]=1)[C:7]([O:9][CH3:10])=[O:8])([CH3:4])([CH3:2])[CH3:3]. (2) Reactant: [CH3:1][O:2][C:3](=[O:37])[NH:4][CH:5]1[CH2:14][C:13]2[C:8](=[CH:9][CH:10]=[CH:11][CH:12]=2)[N:7]([C:15](=[O:36])[CH2:16][C:17]([CH3:35])([CH3:34])[CH2:18][C@H:19]([NH:26][C:27]([O:29][C:30]([CH3:33])([CH3:32])[CH3:31])=[O:28])[C@@H:20]([OH:25])[CH2:21][N:22]=[N+]=[N-])[CH2:6]1. Product: [CH3:1][O:2][C:3](=[O:37])[NH:4][CH:5]1[CH2:14][C:13]2[C:8](=[CH:9][CH:10]=[CH:11][CH:12]=2)[N:7]([C:15](=[O:36])[CH2:16][C:17]([CH3:35])([CH3:34])[CH2:18][C@H:19]([NH:26][C:27]([O:29][C:30]([CH3:31])([CH3:33])[CH3:32])=[O:28])[C@@H:20]([OH:25])[CH2:21][NH2:22])[CH2:6]1. The catalyst class is: 19. (3) Reactant: [CH2:1]([N:5]([CH2:23][CH2:24][CH2:25][CH3:26])[C:6]1[CH:11]=[CH:10][C:9]([CH:12]=[CH:13][C:14]2[S:18][C:17]([CH:19]=O)=[CH:16][CH:15]=2)=[C:8]([O:21][CH3:22])[CH:7]=1)[CH2:2][CH2:3][CH3:4].[C:27]([C:29]1[C:30](=[C:40]([C:43]#[N:44])[C:41]#[N:42])[O:31][C:32]([CH3:39])([C:35]([F:38])([F:37])[F:36])[C:33]=1[CH3:34])#[N:28]. Product: [CH2:23]([N:5]([CH2:1][CH2:2][CH2:3][CH3:4])[C:6]1[CH:11]=[CH:10][C:9]([CH:12]=[CH:13][C:14]2[S:18][C:17]([CH:19]=[CH:34][C:33]3[C:32]([CH3:39])([C:35]([F:38])([F:36])[F:37])[O:31][C:30](=[C:40]([C:41]#[N:42])[C:43]#[N:44])[C:29]=3[C:27]#[N:28])=[CH:16][CH:15]=2)=[C:8]([O:21][CH3:22])[CH:7]=1)[CH2:24][CH2:25][CH3:26]. The catalyst class is: 199.